From a dataset of Reaction yield outcomes from USPTO patents with 853,638 reactions. Predict the reaction yield, written as a fraction of the theoretical maximum amount of product (1.0 means a 100% yield; for example, 0.34 means a 34% yield). (1) The reactants are [NH:1]1[CH2:6][CH2:5][CH:4]([OH:7])[CH2:3][CH2:2]1.[C:8]([Si:12](Cl)([C:19]1[CH:24]=[CH:23][CH:22]=[CH:21][CH:20]=1)[C:13]1[CH:18]=[CH:17][CH:16]=[CH:15][CH:14]=1)([CH3:11])([CH3:10])[CH3:9]. The catalyst is O1CCCC1. The product is [Si:12]([O:7][CH:4]1[CH2:5][CH2:6][NH:1][CH2:2][CH2:3]1)([C:8]([CH3:11])([CH3:10])[CH3:9])([C:19]1[CH:20]=[CH:21][CH:22]=[CH:23][CH:24]=1)[C:13]1[CH:18]=[CH:17][CH:16]=[CH:15][CH:14]=1. The yield is 0.0800. (2) The reactants are [Cl:1][C:2]1[CH:7]=[CH:6][C:5]([O:8][C:9]2[CH:14]=[CH:13][C:12]([CH:15](O)[CH3:16])=[CH:11][CH:10]=2)=[CH:4][C:3]=1[C:18]([F:21])([F:20])[F:19].S(Cl)([Cl:24])=O. The catalyst is C(Cl)Cl. The product is [Cl:1][C:2]1[CH:7]=[CH:6][C:5]([O:8][C:9]2[CH:14]=[CH:13][C:12]([CH:15]([Cl:24])[CH3:16])=[CH:11][CH:10]=2)=[CH:4][C:3]=1[C:18]([F:21])([F:20])[F:19]. The yield is 0.950. (3) The reactants are [NH2:1][C:2]1[S:3][CH:4]=[CH:5][C:6]=1[C:7]([O:9]C)=O.O.[CH:12]([NH2:14])=O. No catalyst specified. The product is [N:1]1[C:2]2[S:3][CH:4]=[CH:5][C:6]=2[C:7](=[O:9])[NH:14][CH:12]=1. The yield is 0.660. (4) The reactants are C(OC([N:8]1[CH2:12][CH2:11][CH:10]([C:13]2[CH:18]=[CH:17][C:16]([NH:19][C:20]([NH:22][C:23]3[CH:28]=[CH:27][CH:26]=[CH:25][CH:24]=3)=[O:21])=[CH:15][CH:14]=2)[CH2:9]1)=O)(C)(C)C.[ClH:29]. The product is [ClH:29].[C:23]1([NH:22][C:20]([NH:19][C:16]2[CH:17]=[CH:18][C:13]([CH:10]3[CH2:11][CH2:12][NH:8][CH2:9]3)=[CH:14][CH:15]=2)=[O:21])[CH:28]=[CH:27][CH:26]=[CH:25][CH:24]=1. The catalyst is C1COCC1.O1CCOCC1.C(OCC)C. The yield is 0.680.